Dataset: Forward reaction prediction with 1.9M reactions from USPTO patents (1976-2016). Task: Predict the product of the given reaction. Given the reactants CP(C)C.C1COCC1.[CH2:10]([O:17][C:18]([N:20]1[C:29]2[C:24](=[CH:25][C:26]([CH2:30][C:31]([CH3:34])([CH3:33])[CH3:32])=[CH:27][CH:28]=2)[CH:23]([N:35]=[N+]=[N-])[CH2:22][CH2:21]1)=[O:19])[C:11]1[CH:16]=[CH:15][CH:14]=[CH:13][CH:12]=1, predict the reaction product. The product is: [CH2:10]([O:17][C:18]([N:20]1[C:29]2[C:24](=[CH:25][C:26]([CH2:30][C:31]([CH3:33])([CH3:32])[CH3:34])=[CH:27][CH:28]=2)[CH:23]([NH2:35])[CH2:22][CH2:21]1)=[O:19])[C:11]1[CH:16]=[CH:15][CH:14]=[CH:13][CH:12]=1.